Dataset: Peptide-MHC class I binding affinity with 185,985 pairs from IEDB/IMGT. Task: Regression. Given a peptide amino acid sequence and an MHC pseudo amino acid sequence, predict their binding affinity value. This is MHC class I binding data. (1) The peptide sequence is IAASIILEF. The MHC is HLA-A24:02 with pseudo-sequence HLA-A24:02. The binding affinity (normalized) is 0.430. (2) The peptide sequence is QTVEDEARRM. The MHC is HLA-A11:01 with pseudo-sequence HLA-A11:01. The binding affinity (normalized) is 0.